Dataset: Catalyst prediction with 721,799 reactions and 888 catalyst types from USPTO. Task: Predict which catalyst facilitates the given reaction. (1) Reactant: [CH2:1]([N:8]1[C:12]2=[N:13][C:14]([CH3:17])=[CH:15][N:16]=[C:11]2[C:10]([CH3:18])=[N:9]1)[C:2]1[CH:7]=[CH:6][CH:5]=[CH:4][CH:3]=1.F[B-](F)(F)F.C([N+]1C=CN(C)C=1)CCC.C1C(=O)N([Br:41])C(=O)C1. Product: [CH2:1]([N:8]1[C:12]2=[N:13][C:14]([CH3:17])=[C:15]([Br:41])[N:16]=[C:11]2[C:10]([CH3:18])=[N:9]1)[C:2]1[CH:3]=[CH:4][CH:5]=[CH:6][CH:7]=1. The catalyst class is: 27. (2) Reactant: [CH3:1][NH:2][C:3]([C@H:5]1[CH2:10][CH2:9][C@H:8]([O:11][CH2:12][CH2:13][CH2:14][CH2:15][O:16][CH2:17][C:18]2[CH:23]=[CH:22][CH:21]=[CH:20][CH:19]=2)[CH2:7][CH2:6]1)=O.[H-].[Al+3].[Li+].[H-].[H-].[H-]. Product: [CH2:17]([O:16][CH2:15][CH2:14][CH2:13][CH2:12][O:11][C@H:8]1[CH2:7][CH2:6][C@H:5]([CH2:3][NH:2][CH3:1])[CH2:10][CH2:9]1)[C:18]1[CH:23]=[CH:22][CH:21]=[CH:20][CH:19]=1. The catalyst class is: 54.